Dataset: NCI-60 drug combinations with 297,098 pairs across 59 cell lines. Task: Regression. Given two drug SMILES strings and cell line genomic features, predict the synergy score measuring deviation from expected non-interaction effect. (1) Drug 1: CC(C1=C(C=CC(=C1Cl)F)Cl)OC2=C(N=CC(=C2)C3=CN(N=C3)C4CCNCC4)N. Drug 2: CC(C)NC(=O)C1=CC=C(C=C1)CNNC.Cl. Cell line: ACHN. Synergy scores: CSS=8.26, Synergy_ZIP=-2.69, Synergy_Bliss=1.13, Synergy_Loewe=-3.52, Synergy_HSA=0.512. (2) Drug 1: CC1CCC2CC(C(=CC=CC=CC(CC(C(=O)C(C(C(=CC(C(=O)CC(OC(=O)C3CCCCN3C(=O)C(=O)C1(O2)O)C(C)CC4CCC(C(C4)OC)OCCO)C)C)O)OC)C)C)C)OC. Drug 2: CC1C(C(CC(O1)OC2CC(OC(C2O)C)OC3=CC4=CC5=C(C(=O)C(C(C5)C(C(=O)C(C(C)O)O)OC)OC6CC(C(C(O6)C)O)OC7CC(C(C(O7)C)O)OC8CC(C(C(O8)C)O)(C)O)C(=C4C(=C3C)O)O)O)O. Cell line: HOP-92. Synergy scores: CSS=29.7, Synergy_ZIP=-6.40, Synergy_Bliss=-2.94, Synergy_Loewe=-1.54, Synergy_HSA=-1.28. (3) Drug 1: C1CN(P(=O)(OC1)NCCCl)CCCl. Drug 2: CC(C)CN1C=NC2=C1C3=CC=CC=C3N=C2N. Cell line: MOLT-4. Synergy scores: CSS=6.70, Synergy_ZIP=-0.153, Synergy_Bliss=0.513, Synergy_Loewe=1.19, Synergy_HSA=0.233.